Predict the reaction yield, written as a fraction of the theoretical maximum amount of product (1.0 means a 100% yield; for example, 0.34 means a 34% yield). From a dataset of Reaction yield outcomes from USPTO patents with 853,638 reactions. The reactants are [OH-].[Na+].[C:3]([C:7]1[CH:12]=[CH:11][C:10]([N:13]2[C:17](=[O:18])[C:16](=[C:19]([NH:21][NH:22][C:23](=[O:37])[C:24]3[CH:29]=[CH:28][C:27]([C:30]([O:32]C)=[O:31])=[C:26]([N+:34]([O-:36])=[O:35])[CH:25]=3)[CH3:20])[C:15]([CH3:38])=[N:14]2)=[CH:9][CH:8]=1)([CH3:6])([CH3:5])[CH3:4].Cl. The catalyst is CO. The product is [C:3]([C:7]1[CH:12]=[CH:11][C:10]([N:13]2[C:17](=[O:18])[C:16](=[C:19]([NH:21][NH:22][C:23](=[O:37])[C:24]3[CH:29]=[CH:28][C:27]([C:30]([OH:32])=[O:31])=[C:26]([N+:34]([O-:36])=[O:35])[CH:25]=3)[CH3:20])[C:15]([CH3:38])=[N:14]2)=[CH:9][CH:8]=1)([CH3:4])([CH3:5])[CH3:6]. The yield is 0.550.